Dataset: Retrosynthesis with 50K atom-mapped reactions and 10 reaction types from USPTO. Task: Predict the reactants needed to synthesize the given product. (1) Given the product CC(=O)Nc1nc(-c2ccc(C=O)cc2)c(-c2ccc(S(C)(=O)=O)cc2)s1, predict the reactants needed to synthesize it. The reactants are: CC(=O)Nc1nc(-c2ccc(CO)cc2)c(-c2ccc(S(C)(=O)=O)cc2)s1. (2) Given the product CCc1nc2ccccc2n1-c1nc(N2CCOCC2)c2nc(CN3CCC(C)(CO)CC3)n(C)c2n1, predict the reactants needed to synthesize it. The reactants are: CCc1nc2ccccc2[nH]1.Cn1c(CN2CCC(C)(CO)CC2)nc2c(N3CCOCC3)nc(Cl)nc21. (3) Given the product CCCn1c(-c2ccnc(Nc3ccccc3)n2)cnc1CCC(C)(C)C, predict the reactants needed to synthesize it. The reactants are: CCCn1c(-c2ccnc(Nc3ccccc3)n2)cnc1C=CC(C)(C)C. (4) Given the product CC(=O)N1CCN(Cc2ccc(CCn3cnc4cc(-c5ccc(Cl)cc5)sc4c3=O)cc2)C(=O)C1, predict the reactants needed to synthesize it. The reactants are: CC(=O)Cl.O=C1CNCCN1Cc1ccc(CCn2cnc3cc(-c4ccc(Cl)cc4)sc3c2=O)cc1. (5) The reactants are: C=C[Mg+].O=CC1CCN(C(=O)c2ccccc2)CC1. Given the product C=CC(O)C1CCN(C(=O)c2ccccc2)CC1, predict the reactants needed to synthesize it. (6) Given the product CCOC(=O)[C@@H]1CC2(CCN(c3cc(O[C@H](c4ccc(Cl)cc4-n4ccc(C)n4)C(F)(F)F)nc(N)n3)CC2)CN1C(=O)OCc1ccccc1, predict the reactants needed to synthesize it. The reactants are: CCOC(=O)[C@@H]1CC2(CCNCC2)CN1C(=O)OCc1ccccc1.Cc1ccn(-c2cc(Cl)ccc2[C@@H](Oc2cc(Cl)nc(N)n2)C(F)(F)F)n1. (7) Given the product COc1ccc(Oc2ccnc3cc(OCCCCl)c(OC)cc23)c(C(C)=O)c1, predict the reactants needed to synthesize it. The reactants are: COc1ccc(Oc2ccnc3cc(O)c(OC)cc23)c(C(C)=O)c1.ClCCCBr. (8) Given the product CCCCOCCOc1ccc(-c2ccc(N3CCC(CC(=O)OCC)C3)c(/C=C(\C)C(=O)Nc3ccc([S@@](=O)Cc4cncn4CCC)cc3)c2)cc1, predict the reactants needed to synthesize it. The reactants are: CCCCOCCOc1ccc(-c2ccc(N3CCC(CC(=O)OCC)C3)c(/C=C(\C)C(=O)O)c2)cc1.CCCn1cncc1C[S@](=O)c1ccc(N)cc1. (9) Given the product CCCCCC[C@@H](Br)C(=O)O, predict the reactants needed to synthesize it. The reactants are: CCCCC/C=C(\Br)C(=O)O. (10) Given the product O=C(CCc1ccc(Cl)cc1)Cn1ccnc1, predict the reactants needed to synthesize it. The reactants are: OC(CCc1ccc(Cl)cc1)Cn1ccnc1.